From a dataset of Forward reaction prediction with 1.9M reactions from USPTO patents (1976-2016). Predict the product of the given reaction. (1) Given the reactants [Br:1][C:2]1[CH:3]=[N:4][CH:5]=[C:6]([CH:11]=1)[C:7]([O:9]C)=[O:8].[OH-].[Na+].C(O)(=O)C, predict the reaction product. The product is: [Br:1][C:2]1[CH:3]=[N:4][CH:5]=[C:6]([CH:11]=1)[C:7]([OH:9])=[O:8]. (2) Given the reactants [C:1]([C:5]1[O:9][N:8]=[C:7]([NH:10][C:11]([NH:13][C:14]2[CH:19]=[CH:18][CH:17]=[C:16]([C:20]#[C:21][C:22]3[C:23](Cl)=[N:24][CH:25]=[N:26][CH:27]=3)[CH:15]=2)=[O:12])[CH:6]=1)([CH3:4])([CH3:3])[CH3:2].[CH2:29]([NH2:34])[CH2:30][CH2:31][CH2:32][NH2:33], predict the reaction product. The product is: [NH2:33][CH2:32][CH2:31][CH2:30][CH2:29][NH:34][C:23]1[C:22]([C:21]#[C:20][C:16]2[CH:15]=[C:14]([NH:13][C:11]([NH:10][C:7]3[CH:6]=[C:5]([C:1]([CH3:4])([CH3:3])[CH3:2])[O:9][N:8]=3)=[O:12])[CH:19]=[CH:18][CH:17]=2)=[CH:27][N:26]=[CH:25][N:24]=1.